This data is from Catalyst prediction with 721,799 reactions and 888 catalyst types from USPTO. The task is: Predict which catalyst facilitates the given reaction. Reactant: [Si]([O:8][CH2:9][C@H:10]1[O:14][C:13]([CH3:16])([CH3:15])[N:12]([C:17]([O:19][C:20]([CH3:23])([CH3:22])[CH3:21])=[O:18])[C@H:11]1[CH2:24][C:25]1[CH:30]=[CH:29][N:28]=[C:27]([CH3:31])[CH:26]=1)(C(C)(C)C)(C)C.CCCC[N+](CCCC)(CCCC)CCCC.[F-]. Product: [OH:8][CH2:9][C@H:10]1[O:14][C:13]([CH3:15])([CH3:16])[N:12]([C:17]([O:19][C:20]([CH3:22])([CH3:23])[CH3:21])=[O:18])[C@H:11]1[CH2:24][C:25]1[CH:30]=[CH:29][N:28]=[C:27]([CH3:31])[CH:26]=1. The catalyst class is: 1.